Dataset: Full USPTO retrosynthesis dataset with 1.9M reactions from patents (1976-2016). Task: Predict the reactants needed to synthesize the given product. The reactants are: [C:1]([OH:12])(=O)/[CH:2]=[CH:3]/[CH2:4][CH2:5][CH2:6][CH2:7][CH2:8][CH2:9][CH3:10].[CH2:13]([NH:15][CH2:16][CH2:17][CH2:18][CH2:19][CH2:20][CH2:21][CH3:22])[CH3:14]. Given the product [CH2:13]([N:15]([CH2:16][CH2:17][CH2:18][CH2:19][CH2:20][CH2:21][CH3:22])[C:1](=[O:12])/[CH:2]=[CH:3]/[CH2:4][CH2:5][CH2:6][CH2:7][CH2:8][CH2:9][CH3:10])[CH3:14], predict the reactants needed to synthesize it.